Dataset: Reaction yield outcomes from USPTO patents with 853,638 reactions. Task: Predict the reaction yield, written as a fraction of the theoretical maximum amount of product (1.0 means a 100% yield; for example, 0.34 means a 34% yield). (1) The reactants are [CH3:1][S:2][C:3]1[CH:10]=[CH:9][C:6]([C:7]#N)=[CH:5][CH:4]=1.[CH2:11]([Mg]Cl)[CH2:12][C:13]1[CH:18]=[CH:17][CH:16]=[CH:15][CH:14]=1.C1C[O:24]CC1. No catalyst specified. The product is [CH3:1][S:2][C:3]1[CH:10]=[CH:9][C:6]([C:7](=[O:24])[CH2:11][CH2:12][C:13]2[CH:18]=[CH:17][CH:16]=[CH:15][CH:14]=2)=[CH:5][CH:4]=1. The yield is 0.960. (2) The reactants are [CH3:1][N:2]1[C:6]([C:7]([NH:9][C:10]2[CH:11]=[C:12]([C:16]#[C:17][C:18]3[CH:19]=[C:20]([C:24]([N:26]=[S:27]([C:30]4[CH:31]=[C:32]([CH2:36][C:37]([O:39]C)=[O:38])[CH:33]=[CH:34][CH:35]=4)([CH3:29])=[O:28])=[O:25])[CH:21]=[N:22][CH:23]=3)[CH:13]=[CH:14][CH:15]=2)=[O:8])=[CH:5][C:4]([CH3:41])=[N:3]1.[OH-].[Na+].C(O)(=O)C. The catalyst is C1COCC1. The product is [CH3:1][N:2]1[C:6]([C:7]([NH:9][C:10]2[CH:11]=[C:12]([C:16]#[C:17][C:18]3[CH:19]=[C:20]([C:24]([N:26]=[S:27]([C:30]4[CH:31]=[C:32]([CH2:36][C:37]([OH:39])=[O:38])[CH:33]=[CH:34][CH:35]=4)([CH3:29])=[O:28])=[O:25])[CH:21]=[N:22][CH:23]=3)[CH:13]=[CH:14][CH:15]=2)=[O:8])=[CH:5][C:4]([CH3:41])=[N:3]1. The yield is 0.620. (3) The reactants are [Br:1][C:2]1[CH:3]=[CH:4][C:5]2=[C:6]([CH:15]=1)[O:7][CH2:8][CH2:9][C:10]([CH:13]=O)=[C:11]2Cl.C(=O)([O-])[O-].[K+].[K+].[C:22]([O:26][CH3:27])(=[O:25])[CH2:23][SH:24]. The catalyst is CN(C=O)C.O. The product is [Br:1][C:2]1[CH:3]=[CH:4][C:5]2[C:11]3[S:24][C:23]([C:22]([O:26][CH3:27])=[O:25])=[CH:13][C:10]=3[CH2:9][CH2:8][O:7][C:6]=2[CH:15]=1. The yield is 0.780.